Dataset: Full USPTO retrosynthesis dataset with 1.9M reactions from patents (1976-2016). Task: Predict the reactants needed to synthesize the given product. (1) Given the product [C:38]([NH:37][C:36]([C:35]1[C:29]2[C:30](=[N:31][CH:32]=[C:27]([C:16]3[C:17]4[C:22](=[CH:21][CH:20]=[C:19]([O:23][CH:24]([F:26])[F:25])[CH:18]=4)[N:14]([CH:11]4[CH2:12][CH2:13][NH:8][CH2:9][CH2:10]4)[N:15]=3)[N:28]=2)[NH:33][CH:34]=1)=[O:42])([CH3:41])([CH3:39])[CH3:40], predict the reactants needed to synthesize it. The reactants are: C(OC([N:8]1[CH2:13][CH2:12][CH:11]([N:14]2[C:22]3[C:17](=[CH:18][C:19]([O:23][CH:24]([F:26])[F:25])=[CH:20][CH:21]=3)[C:16]([C:27]3[N:28]=[C:29]4[C:35]([C:36](=[O:42])[NH:37][C:38]([CH3:41])([CH3:40])[CH3:39])=[CH:34][N:33](COCC[Si](C)(C)C)[C:30]4=[N:31][CH:32]=3)=[N:15]2)[CH2:10][CH2:9]1)=O)(C)(C)C.FC(F)(F)C(O)=O.C(N)CN.O. (2) Given the product [C:11]([O:10][C:8]([N:4]1[CH2:5][CH2:6][CH2:7][C:2]([F:1])([C:15]([OH:17])=[O:16])[CH2:3]1)=[O:9])([CH3:14])([CH3:12])[CH3:13], predict the reactants needed to synthesize it. The reactants are: [F:1][C:2]1([C:15]([O:17]C)=[O:16])[CH2:7][CH2:6][CH2:5][N:4]([C:8]([O:10][C:11]([CH3:14])([CH3:13])[CH3:12])=[O:9])[CH2:3]1.[OH-].[Na+].Cl. (3) Given the product [CH3:1][O:2][C:3](=[O:24])[CH2:4][C:5]1[CH:10]=[C:9]([Br:11])[C:8]([O:12][C:13]2[CH:14]=[C:15]([CH:20]([CH3:22])[CH3:21])[C:16]([OH:19])=[C:17]([CH:50]=[O:51])[CH:18]=2)=[C:7]([Br:23])[CH:6]=1, predict the reactants needed to synthesize it. The reactants are: [CH3:1][O:2][C:3](=[O:24])[CH2:4][C:5]1[CH:10]=[C:9]([Br:11])[C:8]([O:12][C:13]2[CH:18]=[CH:17][C:16]([OH:19])=[C:15]([CH:20]([CH3:22])[CH3:21])[CH:14]=2)=[C:7]([Br:23])[CH:6]=1.C(N(CCCCCCCC)CCCCCCCC)CCCCCCC.[CH2:50]=[O:51]. (4) Given the product [CH3:1][O:2][C:3]1[CH:4]=[CH:5][C:6]([CH2:9][C@@H:10]([NH:12][CH2:13][C:14]2[CH:19]=[CH:18][CH:17]=[CH:16][CH:15]=2)[CH3:11])=[CH:7][CH:8]=1, predict the reactants needed to synthesize it. The reactants are: [CH3:1][O:2][C:3]1[CH:8]=[CH:7][C:6]([CH2:9][CH:10]([NH:12][CH2:13][C:14]2[CH:19]=[CH:18][CH:17]=[CH:16][CH:15]=2)[CH3:11])=[CH:5][CH:4]=1.C(O)(=O)[C@@H](C1C=CC=CC=1)O. (5) Given the product [Si:7]([Cl:11])([Cl:10])([Cl:9])[Cl:8].[CH2:1]1[CH2:6][O:5][CH:4]=[CH:3][CH2:2]1, predict the reactants needed to synthesize it. The reactants are: [CH2:1]1[CH2:6][O:5][CH:4]=[CH:3][CH2:2]1.[Si:7]([Cl:11])([Cl:10])([Cl:9])[Cl:8].